From a dataset of Full USPTO retrosynthesis dataset with 1.9M reactions from patents (1976-2016). Predict the reactants needed to synthesize the given product. (1) Given the product [O:1]=[C:2]1[CH2:3][CH:4]([CH2:6][N:7]2[CH2:15][C:14]3[C:9](=[CH:10][CH:11]=[C:12]([C:16]4[N:17]=[N:18][N:19]([C:22]5[C:23]([F:28])=[N:24][CH:25]=[CH:26][CH:27]=5)[C:20]=4[CH3:21])[CH:13]=3)[C:8]2=[O:29])[CH2:5]1, predict the reactants needed to synthesize it. The reactants are: [OH:1][CH:2]1[CH2:5][CH:4]([CH2:6][N:7]2[CH2:15][C:14]3[C:9](=[CH:10][CH:11]=[C:12]([C:16]4[N:17]=[N:18][N:19]([C:22]5[C:23]([F:28])=[N:24][CH:25]=[CH:26][CH:27]=5)[C:20]=4[CH3:21])[CH:13]=3)[C:8]2=[O:29])[CH2:3]1.C(N(CC)CC)C. (2) Given the product [Br:1][C:2]1[CH:3]=[C:4]([CH3:32])[C:5]([C:6]([N:8]2[CH2:9][CH2:10][CH:11]([N:14]3[CH2:18][CH2:17][CH2:16][C@H:15]3[CH2:19][OH:20])[CH2:12][CH2:13]2)=[O:7])=[C:29]([CH3:31])[CH:30]=1, predict the reactants needed to synthesize it. The reactants are: [Br:1][C:2]1[CH:30]=[C:29]([CH3:31])[C:5]([C:6]([N:8]2[CH2:13][CH2:12][CH:11]([N:14]3[CH2:18][CH2:17][CH2:16][C@H:15]3[CH2:19][O:20]C(=O)C3C=CC=CC=3)[CH2:10][CH2:9]2)=[O:7])=[C:4]([CH3:32])[CH:3]=1.[OH-].[Li+].